Dataset: Forward reaction prediction with 1.9M reactions from USPTO patents (1976-2016). Task: Predict the product of the given reaction. (1) Given the reactants I[C:2]1[CH:7]=[CH:6][CH:5]=[C:4]([N+:8]([O-:10])=[O:9])[CH:3]=1.[Br:11][CH2:12][CH2:13][CH2:14][CH2:15][CH2:16][CH2:17][O:18][CH2:19][CH2:20][C:21]#[CH:22], predict the reaction product. The product is: [Br:11][CH2:12][CH2:13][CH2:14][CH2:15][CH2:16][CH2:17][O:18][CH2:19][CH2:20][C:21]#[C:22][C:2]1[CH:7]=[CH:6][CH:5]=[C:4]([N+:8]([O-:10])=[O:9])[CH:3]=1. (2) The product is: [CH2:26]([N:22]([CH2:21][C:18]1[CH:17]=[CH:16][C:15]([N:8]2[C:9]3[C:4](=[CH:3][C:2]([F:1])=[C:11]([F:12])[C:10]=3[O:13][CH3:14])[C:5](=[O:32])[C:6]([C:27]([O:29][CH2:30][CH3:31])=[O:28])=[CH:7]2)=[CH:20][CH:19]=1)[CH2:23][CH3:24])[CH3:25]. Given the reactants [F:1][C:2]1[CH:3]=[C:4]2[C:9](=[C:10]([O:13][CH3:14])[C:11]=1[F:12])[N:8]([C:15]1[CH:20]=[CH:19][C:18]([CH2:21][N:22]3[CH2:26][CH2:25][CH2:24][CH2:23]3)=[CH:17][CH:16]=1)[CH:7]=[C:6]([C:27]([O:29][CH2:30][CH3:31])=[O:28])[C:5]2=[O:32].C(N(CC1C=CC(N)=CC=1)CC)C, predict the reaction product. (3) Given the reactants [C:1]1([NH2:8])[CH:6]=[CH:5][CH:4]=[CH:3][C:2]=1[NH2:7].[C:9](O)(=O)[CH2:10][CH2:11][C:12]1[CH:17]=[CH:16][CH:15]=[CH:14][CH:13]=1, predict the reaction product. The product is: [C:12]1([CH2:11][CH2:10][C:9]2[NH:7][C:2]3[CH:3]=[CH:4][CH:5]=[CH:6][C:1]=3[N:8]=2)[CH:17]=[CH:16][CH:15]=[CH:14][CH:13]=1. (4) Given the reactants Cl[C:2]1[C:11]2[C:6](=[CH:7][C:8]([O:14][CH3:15])=[C:9]([O:12][CH3:13])[CH:10]=2)[N:5]=[CH:4][CH:3]=1.C1(P(C2C=CC=CC=2)CCCP(C2C=CC=CC=2)C2C=CC=CC=2)C=CC=CC=1.[CH3:45][OH:46].CN(C)[CH:49]=[O:50], predict the reaction product. The product is: [CH3:13][O:12][C:9]1[CH:10]=[C:11]2[C:6](=[CH:7][C:8]=1[O:14][CH3:15])[N:5]=[CH:4][CH:3]=[C:2]2[C:45]([O:50][CH3:49])=[O:46]. (5) Given the reactants [CH2:1]([N:8]1[CH2:12][CH:11]([N:13](C(OC(C)(C)C)=O)[CH2:14][C:15]2[CH:20]=[CH:19][C:18]([F:21])=[CH:17][C:16]=2[F:22])[CH2:10][CH:9]1[C:30](O)=[O:31])[C:2]1[CH:7]=[CH:6][CH:5]=[CH:4][CH:3]=1.Cl.C(N=C=NCCCN(C)C)C.ON1C2C=CC=CC=2N=N1.[N:55]1([C:61]2[CH:68]=[CH:67][CH:66]=[CH:65][C:62]=2[C:63]#[N:64])[CH2:60][CH2:59][NH:58][CH2:57][CH2:56]1.FC(F)(F)C(O)=O, predict the reaction product. The product is: [CH2:1]([N:8]1[CH2:12][CH:11]([NH:13][CH2:14][C:15]2[CH:20]=[CH:19][C:18]([F:21])=[CH:17][C:16]=2[F:22])[CH2:10][CH:9]1[C:30]([N:58]1[CH2:59][CH2:60][N:55]([C:61]2[CH:68]=[CH:67][CH:66]=[CH:65][C:62]=2[C:63]#[N:64])[CH2:56][CH2:57]1)=[O:31])[C:2]1[CH:7]=[CH:6][CH:5]=[CH:4][CH:3]=1. (6) Given the reactants Cl[C:2]1[CH:7]=[C:6]([NH2:8])[N:5]2[N:9]=[C:10]([C:12]3[O:13][CH:14]=[CH:15][CH:16]=3)[N:11]=[C:4]2[N:3]=1.[CH2:17]1[NH:22][CH2:21][CH2:20][N:19]2[CH2:23][C@H:24]([CH2:27][OH:28])[CH2:25][CH2:26][C@@H:18]12.[F-].[Cs+], predict the reaction product. The product is: [NH2:8][C:6]1[N:5]2[N:9]=[C:10]([C:12]3[O:13][CH:14]=[CH:15][CH:16]=3)[N:11]=[C:4]2[N:3]=[C:2]([N:22]2[CH2:21][CH2:20][N:19]3[CH2:23][CH:24]([CH2:27][OH:28])[CH2:25][CH2:26][CH:18]3[CH2:17]2)[CH:7]=1.